From a dataset of Full USPTO retrosynthesis dataset with 1.9M reactions from patents (1976-2016). Predict the reactants needed to synthesize the given product. (1) The reactants are: [NH2:1][C:2]1[CH:7]=[CH:6][C:5]([N:8]2[C:16]3[C:11](=[CH:12][CH:13]=[CH:14][CH:15]=3)[C:10]([C:17]([O:19][CH3:20])=[O:18])=[N:9]2)=[CH:4][CH:3]=1.O=C(Cl)[O:23][C:24](Cl)(Cl)Cl.C(N(CC)CC)C.[N:36]1[CH:41]=[CH:40][CH:39]=[C:38]([CH2:42][NH2:43])[CH:37]=1. Given the product [N:36]1[CH:41]=[CH:40][CH:39]=[C:38]([CH2:42][NH:43][C:24]([NH:1][C:2]2[CH:7]=[CH:6][C:5]([N:8]3[C:16]4[C:11](=[CH:12][CH:13]=[CH:14][CH:15]=4)[C:10]([C:17]([O:19][CH3:20])=[O:18])=[N:9]3)=[CH:4][CH:3]=2)=[O:23])[CH:37]=1, predict the reactants needed to synthesize it. (2) Given the product [CH3:15][O:12][C:11](=[O:13])[CH2:10][NH:9][C:4]1[CH:5]=[CH:6][C:7]([F:8])=[C:2]([F:1])[CH:3]=1, predict the reactants needed to synthesize it. The reactants are: [F:1][C:2]1[CH:3]=[C:4]([NH:9][CH2:10][C:11]([OH:13])=[O:12])[CH:5]=[CH:6][C:7]=1[F:8].Cl.[CH3:15]O. (3) The reactants are: C1C(=O)N(O[C:9]([CH2:11][CH2:12][CH2:13][CH2:14][CH2:15][NH:16][C:17]([C:19]2[CH:24]=[CH:23][C:22]3[C:25]4([O:41][C:42](=[O:43])[C:21]=3[CH:20]=2)[C:35]2[CH:36]=[CH:37][C:38]([OH:40])=[CH:39][C:34]=2[O:33][C:27]2[CH:28]=[C:29]([OH:32])[CH:30]=[CH:31][C:26]4=2)=[O:18])=[O:10])C(=O)C1.[NH2:44][CH2:45][C@@H:46]1[CH2:50][CH2:49][CH2:48][N:47]1[S:51]([C:54]1[CH:55]=[C:56]2[C:60](=[CH:61][CH:62]=1)[N:59]([CH3:63])[C:58](=[O:64])[C:57]12[O:69][CH2:68][CH2:67][CH2:66][O:65]1)(=[O:53])=[O:52]. Given the product [OH:40][C:38]1[CH:39]=[C:34]2[C:35](=[CH:36][CH:37]=1)[C:25]([C:22]1[CH:23]=[CH:24][C:19]([C:17]([NH:16][CH2:15][CH2:14][CH2:13][CH2:12][CH2:11][C:9]([NH:44][CH2:45][C@@H:46]3[CH2:50][CH2:49][CH2:48][N:47]3[S:51]([C:54]3[CH:55]=[C:56]4[C:60](=[CH:61][CH:62]=3)[N:59]([CH3:63])[C:58](=[O:64])[C:57]34[O:65][CH2:66][CH2:67][CH2:68][O:69]3)(=[O:52])=[O:53])=[O:10])=[O:18])=[CH:20][C:21]=1[C:42]([OH:41])=[O:43])=[C:26]1[C:27](=[CH:28][C:29](=[O:32])[CH:30]=[CH:31]1)[O:33]2, predict the reactants needed to synthesize it. (4) Given the product [C:16]([C:9]1[CH:10]=[CH:11][C:12]([O:15][CH2:22][CH2:23][CH2:24][CH2:25][O:26][C:27]2[CH:28]=[CH:29][C:30]([C:31]#[N:32])=[CH:33][CH:34]=2)=[C:13]([CH3:14])[C:8]=1[OH:7])(=[O:20])[CH2:17][CH2:18][CH3:19], predict the reactants needed to synthesize it. The reactants are: C(=O)([O-])[O-].[K+].[K+].[OH:7][C:8]1[C:13]([CH3:14])=[C:12]([OH:15])[CH:11]=[CH:10][C:9]=1[C:16](=[O:20])[CH2:17][CH2:18][CH3:19].Br[CH2:22][CH2:23][CH2:24][CH2:25][O:26][C:27]1[CH:34]=[CH:33][C:30]([C:31]#[N:32])=[CH:29][CH:28]=1. (5) The reactants are: Br[C:2]1[CH:11]=[N:10][C:9]2[N:8]([CH2:12][C:13]3[CH:18]=[CH:17][C:16]([O:19][CH3:20])=[CH:15][CH:14]=3)[C:7](=[O:21])[N:6]3[N:22]=[CH:23][N:24]=[C:5]3[C:4]=2[CH:3]=1.[CH:25]1([N:28]2[CH2:33][CH2:32][NH:31][CH2:30][CH2:29]2)[CH2:27][CH2:26]1.C1C=CC(P(C2C(C3C(P(C4C=CC=CC=4)C4C=CC=CC=4)=CC=C4C=3C=CC=C4)=C3C(C=CC=C3)=CC=2)C2C=CC=CC=2)=CC=1.C([O-])([O-])=O.[Cs+].[Cs+]. Given the product [CH:25]1([N:28]2[CH2:33][CH2:32][N:31]([C:2]3[CH:11]=[N:10][C:9]4[N:8]([CH2:12][C:13]5[CH:18]=[CH:17][C:16]([O:19][CH3:20])=[CH:15][CH:14]=5)[C:7](=[O:21])[N:6]5[N:22]=[CH:23][N:24]=[C:5]5[C:4]=4[CH:3]=3)[CH2:30][CH2:29]2)[CH2:27][CH2:26]1, predict the reactants needed to synthesize it. (6) Given the product [F:27][C:28]1[CH:29]=[N:30][CH:31]=[CH:32][C:33]=1[C:2]1[N:6]([S:7]([C:10]2[CH:11]=[N:12][CH:13]=[CH:14][CH:15]=2)(=[O:9])=[O:8])[CH:5]=[C:4]([CH2:16][N:17]([CH3:25])[C:18](=[O:24])[O:19][C:20]([CH3:23])([CH3:22])[CH3:21])[CH:3]=1, predict the reactants needed to synthesize it. The reactants are: Br[C:2]1[N:6]([S:7]([C:10]2[CH:11]=[N:12][CH:13]=[CH:14][CH:15]=2)(=[O:9])=[O:8])[CH:5]=[C:4]([CH2:16][N:17]([CH3:25])[C:18](=[O:24])[O:19][C:20]([CH3:23])([CH3:22])[CH3:21])[CH:3]=1.O.[F:27][C:28]1[CH:29]=[N:30][CH:31]=[CH:32][C:33]=1B(O)O.C(=O)([O-])O.[Na+].COCCOC.